Dataset: Experimentally validated miRNA-target interactions with 360,000+ pairs, plus equal number of negative samples. Task: Binary Classification. Given a miRNA mature sequence and a target amino acid sequence, predict their likelihood of interaction. (1) The miRNA is mmu-miR-7663-5p with sequence GCUGCUUGGUGAUCAUCCACUGU. The protein sequence of the target gene is MPRGQKSKLRAREKRRKAREETQGLKVAHATAAEKEECPSSSPVLGDTPTSSPAAGIPQKPQGAPPTTTAAAAVSCTESDEGAKCQGEENASFSQATTSTESSVKDPVAWEAGMLMHFILRKYKMREPIMKADMLKVVDEKYKDHFTEILNGASRRLELVFGLDLKEDNPSGHTYTLVSKLNLTNDGNLSNDWDFPRNGLLMPLLGVIFLKGNSATEEEIWKFMNVLGAYDGEEHLIYGEPRKFITQDLVQEKYLKYEQVPNSDPPRYQFLWGPRAYAETTKMKVLEFLAKMNGATPRDF.... Result: 0 (no interaction). (2) The protein sequence of the target gene is MPKRKAAGQGDMRQEPKRRSARLSAMLVPVTPEVKPKRTSSSRKMKTKSDMMEENIDTSAQAVAETKQEAVVEEDYNENAKNGEAKITEAPASEKEIVEVKEENIEDATEKGGEKKEAVAAEVKNEEEDQKEDEEDQNEEKGEAGKEDKDEKGEEDGKEDKNGNEKGEDAKEKEDGKKGEDGKGNGEDGKEKGEDEKEEEDRKETGDGKENEDGKEKGDKKEGKDVKVKEDEKEREDGKEDEGGNEEEAGKEKEDLKEEEEGKEEDEIKEDDGKKEEPQSIV. The miRNA is mmu-let-7d-5p with sequence AGAGGUAGUAGGUUGCAUAGUU. Result: 0 (no interaction). (3) The miRNA is hsa-miR-573 with sequence CUGAAGUGAUGUGUAACUGAUCAG. The protein sequence of the target gene is MEGLTLSDAEQKYYSDLFSYCDIESTKKVVVNGRVLELFRAAQLPNDVVLQIMELCGATRLGYFGRSQFYIALKLVAVAQSGFPLRVESINTVKDLPLPRFVASKNEQESRHAASYSSDSENQGSYSGVIPPPPGRGQVKKGSVSHDTVQPRTSADAQEPASPVVSPQQSPPTSPHTWRKHSRHPSGGNSERPLAGPGPFWSPFGEAQSGSSAGDAVWSGHSPPPPQENWVSFADTPPTSTLLTMHPASVQDQTTVRTVASATTAIEIRRQSSSYDDPWKITDEQRQYYVNQFKTIQPDL.... Result: 0 (no interaction).